Dataset: Peptide-MHC class II binding affinity with 134,281 pairs from IEDB. Task: Regression. Given a peptide amino acid sequence and an MHC pseudo amino acid sequence, predict their binding affinity value. This is MHC class II binding data. The peptide sequence is VCGMFTNRSGSQQW. The MHC is HLA-DPA10301-DPB10402 with pseudo-sequence HLA-DPA10301-DPB10402. The binding affinity (normalized) is 0.